Dataset: Full USPTO retrosynthesis dataset with 1.9M reactions from patents (1976-2016). Task: Predict the reactants needed to synthesize the given product. (1) Given the product [ClH:29].[O:16]1[C:20]2[CH:21]=[CH:22][C:23]([C:25](=[NH:27])[NH2:26])=[CH:24][C:19]=2[O:18][CH2:17]1, predict the reactants needed to synthesize it. The reactants are: C[Si]([N-][Si](C)(C)C)(C)C.[Li+].C1COCC1.[O:16]1[C:20]2[CH:21]=[CH:22][C:23]([C:25]#[N:26])=[CH:24][C:19]=2[O:18][CH2:17]1.[N:27]#N.[ClH:29]. (2) Given the product [CH2:1]([C@@H:5]1[N:10]([C:31]([C:28]2[CH:27]=[C:26]([C:23]3[CH:22]=[CH:21][C:20]([S:17]([CH3:16])(=[O:19])=[O:18])=[CH:25][CH:24]=3)[O:30][N:29]=2)=[O:32])[CH2:9][C@H:8]([CH2:11][CH:12]([CH3:14])[CH3:13])[NH:7][C:6]1=[O:15])[CH:2]([CH3:4])[CH3:3], predict the reactants needed to synthesize it. The reactants are: [CH2:1]([C@@H:5]1[NH:10][CH2:9][C@H:8]([CH2:11][CH:12]([CH3:14])[CH3:13])[NH:7][C:6]1=[O:15])[CH:2]([CH3:4])[CH3:3].[CH3:16][S:17]([C:20]1[CH:25]=[CH:24][C:23]([C:26]2[O:30][N:29]=[C:28]([C:31](O)=[O:32])[CH:27]=2)=[CH:22][CH:21]=1)(=[O:19])=[O:18].C([C@@H]1N(C(=O)/C=C/C2C=CC=CC=2)C[C@H](CC(C)C)NC1=O)C(C)C. (3) Given the product [C:1]([NH:4][C:5]1[C:6]([Br:17])=[C:7]2[C:11](=[CH:12][CH:13]=1)[C:10](=[O:14])[CH:9]([CH2:15][CH3:16])[CH2:8]2)(=[O:3])[CH3:2], predict the reactants needed to synthesize it. The reactants are: [C:1]([NH:4][C:5]1[CH:6]=[C:7]2[C:11](=[CH:12][CH:13]=1)[C:10](=[O:14])[CH:9]([CH2:15][CH3:16])[CH2:8]2)(=[O:3])[CH3:2].[Br:17]N1C(=O)CCC1=O. (4) Given the product [CH3:21][C:22]1[CH:27]=[C:26]([CH:25]=[CH:24][CH:23]=1)[CH2:10][C:11]1[O:15][N:14]=[C:13]([C:16]([O:18][CH2:19][CH3:20])=[O:17])[CH:12]=1, predict the reactants needed to synthesize it. The reactants are: C(OP(O[CH2:10][C:11]1[O:15][N:14]=[C:13]([C:16]([O:18][CH2:19][CH3:20])=[O:17])[CH:12]=1)(OCC)=O)C.[CH3:21][C:22]1[CH:23]=[C:24](B(O)O)[CH:25]=[CH:26][CH:27]=1.C(=O)([O-])[O-].[K+].[K+].C1(P(C2C=CC=CC=2)C2C=CC=CC=2)C=CC=CC=1. (5) Given the product [NH2:16][CH:7]([C:17]#[N:18])[C:2]([CH3:1])([CH3:9])[C:3]([O:5][CH3:6])=[O:4], predict the reactants needed to synthesize it. The reactants are: [CH3:1][C:2]([CH3:9])([CH:7]=O)[C:3]([O:5][CH3:6])=[O:4].S(=O)(O)[O-].[Na+].[OH-].[NH4+:16].[C-:17]#[N:18].[K+]. (6) Given the product [CH2:24]([O:23][CH:11]([O:10][CH2:8][CH3:9])[CH2:12][CH2:13][CH2:14][CH2:15][CH2:16][CH2:17][CH2:18][CH2:19][CH2:20][C:21]#[C:22][C:1]#[C:2][CH2:3][CH3:4])[CH3:25], predict the reactants needed to synthesize it. The reactants are: [CH2:1](N)[CH2:2][CH2:3][CH3:4].[BH4-].[Na+].[CH2:8]([O:10][CH:11]([O:23][CH2:24][CH3:25])[CH2:12][CH2:13][CH2:14][CH2:15][CH2:16][CH2:17][CH2:18][CH2:19][CH2:20][C:21]#[CH:22])[CH3:9].BrC#CCC. (7) Given the product [CH:17]1([N:14]2[CH2:15][CH2:16][N:11]([C:9]([CH:1]3[C:3]4([CH2:8][CH2:7][N:6]([CH2:30][CH2:29][C:23]5[CH:28]=[CH:27][CH:26]=[CH:25][CH:24]=5)[CH2:5][CH2:4]4)[CH2:2]3)=[O:10])[CH2:12][CH2:13]2)[CH2:18][CH2:19][CH2:20][CH2:21][CH2:22]1, predict the reactants needed to synthesize it. The reactants are: [CH:1]1([C:9]([N:11]2[CH2:16][CH2:15][N:14]([CH:17]3[CH2:22][CH2:21][CH2:20][CH2:19][CH2:18]3)[CH2:13][CH2:12]2)=[O:10])[C:3]2([CH2:8][CH2:7][NH:6][CH2:5][CH2:4]2)[CH2:2]1.[C:23]1([CH2:29][CH:30]=O)[CH:28]=[CH:27][CH:26]=[CH:25][CH:24]=1.C(O[BH-](OC(=O)C)OC(=O)C)(=O)C.[Na+]. (8) Given the product [CH3:1][C:2]1[CH:3]=[C:4]([CH3:19])[N:5]=[C:6]([NH:8][S:9]([C:12]2[CH:17]=[CH:16][C:15]([NH:18][CH2:31][C:23]3[N:22]([CH2:20][CH3:21])[C:26]4[CH:27]=[CH:28][CH:29]=[CH:30][C:25]=4[N:24]=3)=[CH:14][CH:13]=2)(=[O:11])=[O:10])[N:7]=1, predict the reactants needed to synthesize it. The reactants are: [CH3:1][C:2]1[CH:3]=[C:4]([CH3:19])[N:5]=[C:6]([NH:8][S:9]([C:12]2[CH:13]=[CH:14][C:15]([NH2:18])=[CH:16][CH:17]=2)(=[O:11])=[O:10])[N:7]=1.[CH2:20]([N:22]1[C:26]2[CH:27]=[CH:28][CH:29]=[CH:30][C:25]=2[N:24]=[C:23]1[CH2:31]Cl)[CH3:21].C(N(CC)CC)C.[I-].[Na+].